The task is: Predict the reactants needed to synthesize the given product.. This data is from Full USPTO retrosynthesis dataset with 1.9M reactions from patents (1976-2016). (1) Given the product [CH3:21][N:17]1[C:18](=[O:19])[N:11]2[C:12]([CH2:13][O:14][C:15]3[C:6]([CH2:3][CH:4]=[CH2:5])=[CH:7][CH:8]=[CH:9][C:10]=32)=[N:16]1, predict the reactants needed to synthesize it. The reactants are: [H-].[Na+].[CH2:3]([C:6]1[C:15]2[O:14][CH2:13][C:12]3=[N:16][NH:17][C:18](=[O:19])[N:11]3[C:10]=2[CH:9]=[CH:8][CH:7]=1)[CH:4]=[CH2:5].I[CH3:21]. (2) Given the product [O:41]=[C:38]1[C:37]2[CH:42]=[CH:43][CH:44]=[CH:45][C:36]=2[CH2:35][CH2:34][C:33]2[CH:32]=[C:31]([CH:3]=[CH:2][C:1]([O:5][CH2:6][CH3:7])=[O:4])[S:40][C:39]1=2, predict the reactants needed to synthesize it. The reactants are: [C:1]([O:5][CH2:6][CH3:7])(=[O:4])[CH:2]=[CH2:3].CC1C=CC=CC=1P(C1C=CC=CC=1C)C1C=CC=CC=1C.Br[C:31]1[S:40][C:39]2[C:38](=[O:41])[C:37]3[CH:42]=[CH:43][CH:44]=[CH:45][C:36]=3[CH2:35][CH2:34][C:33]=2[CH:32]=1.[Cl-].[NH4+]. (3) Given the product [Cl:17][C:18]1[C:23]([N:24]2[C:28]([CH3:29])=[C:27]([N:41]3[CH2:42][CH2:43][N:38]([C:36]([O:35][C:31]([CH3:33])([CH3:32])[CH3:34])=[O:37])[CH2:39][C:40]3=[O:44])[N:26]=[N:25]2)=[CH:22][CH:21]=[CH:20][N:19]=1, predict the reactants needed to synthesize it. The reactants are: P([O-])([O-])([O-])=O.[K+].[K+].[K+].N[C@@H]1CCCC[C@H]1N.[Cl:17][C:18]1[C:23]([N:24]2[C:28]([CH3:29])=[C:27](I)[N:26]=[N:25]2)=[CH:22][CH:21]=[CH:20][N:19]=1.[C:31]([O:35][C:36]([N:38]1[CH2:43][CH2:42][NH:41][C:40](=[O:44])[CH2:39]1)=[O:37])([CH3:34])([CH3:33])[CH3:32]. (4) The reactants are: Br[C:2]1[CH:11]=[C:10]2[C:5]([CH2:6][CH2:7][N:8]([C:12](=[O:17])[C:13]([F:16])([F:15])[F:14])[CH2:9]2)=[CH:4][CH:3]=1.C1(C)C=CC=CC=1P(C1C=CC=CC=1C)C1C=CC=CC=1C.[C:40]([O:44][CH2:45][CH3:46])(=[O:43])[CH:41]=[CH2:42].C(N(CCCC)CCCC)CCC. Given the product [CH2:45]([O:44][C:40](=[O:43])[CH:41]=[CH:42][C:2]1[CH:11]=[C:10]2[C:5]([CH2:6][CH2:7][N:8]([C:12](=[O:17])[C:13]([F:16])([F:15])[F:14])[CH2:9]2)=[CH:4][CH:3]=1)[CH3:46], predict the reactants needed to synthesize it. (5) Given the product [Cl:30][C:2]1[N:3]=[C:4]2[CH:17]=[CH:16][C:15]3=[N:18][N:19]=[C:20]([C:22]4[CH:27]=[N:26][CH:25]=[CH:24][N:23]=4)[N:14]3[C:5]2=[N:6][C:7]=1[C:8]1[CH:13]=[CH:12][CH:11]=[CH:10][CH:9]=1, predict the reactants needed to synthesize it. The reactants are: O[C:2]1[N:3]=[C:4]2[CH:17]=[CH:16][C:15]([NH:18][NH:19][C:20]([C:22]3[CH:27]=[N:26][CH:25]=[CH:24][N:23]=3)=O)=[N:14][C:5]2=[N:6][C:7]=1[C:8]1[CH:13]=[CH:12][CH:11]=[CH:10][CH:9]=1.P(Cl)(Cl)([Cl:30])=O.